This data is from Peptide-MHC class I binding affinity with 185,985 pairs from IEDB/IMGT. The task is: Regression. Given a peptide amino acid sequence and an MHC pseudo amino acid sequence, predict their binding affinity value. This is MHC class I binding data. (1) The peptide sequence is MWAQDAAM. The MHC is HLA-B37:01 with pseudo-sequence HLA-B37:01. The binding affinity (normalized) is 0. (2) The MHC is HLA-B07:02 with pseudo-sequence HLA-B07:02. The peptide sequence is IITANWLPF. The binding affinity (normalized) is 0.354. (3) The peptide sequence is VLIAGIILL. The MHC is HLA-B53:01 with pseudo-sequence HLA-B53:01. The binding affinity (normalized) is 0.292. (4) The peptide sequence is RSDSSLVDEF. The MHC is H-2-Db with pseudo-sequence H-2-Db. The binding affinity (normalized) is 0.0722. (5) The peptide sequence is GVAGALVAFK. The MHC is HLA-A03:01 with pseudo-sequence HLA-A03:01. The binding affinity (normalized) is 0.693. (6) The peptide sequence is FHERGYVKL. The MHC is HLA-B07:02 with pseudo-sequence HLA-B07:02. The binding affinity (normalized) is 0.0847. (7) The peptide sequence is LLLENKSLT. The MHC is HLA-A02:03 with pseudo-sequence HLA-A02:03. The binding affinity (normalized) is 0. (8) The peptide sequence is MGCVVSWSGR. The MHC is HLA-A31:01 with pseudo-sequence HLA-A31:01. The binding affinity (normalized) is 0.810. (9) The peptide sequence is GLSSRATWAK. The MHC is HLA-A11:01 with pseudo-sequence HLA-A11:01. The binding affinity (normalized) is 0.528.